Dataset: Catalyst prediction with 721,799 reactions and 888 catalyst types from USPTO. Task: Predict which catalyst facilitates the given reaction. (1) Reactant: [NH2:1][C:2]1[CH:33]=[C:32]([NH2:34])[C:31]([Cl:35])=[CH:30][C:3]=1[C:4]([NH:6][C:7](=[NH:29])[NH:8][CH2:9][CH2:10][CH2:11][CH2:12][C:13]1[C:22]2[C:17](=[CH:18][CH:19]=[CH:20][CH:21]=2)[C:16]([O:23][CH2:24][CH:25]([OH:28])[CH2:26][OH:27])=[CH:15][CH:14]=1)=[O:5].[C:36]([OH:41])(=[O:40])[C@H:37]([CH3:39])[OH:38]. Product: [C:36]([OH:41])(=[O:40])[CH:37]([CH3:39])[OH:38].[C:36]([OH:41])(=[O:40])[C@H:37]([CH3:39])[OH:38].[NH2:1][C:2]1[CH:33]=[C:32]([NH2:34])[C:31]([Cl:35])=[CH:30][C:3]=1[C:4]([NH:6][C:7](=[NH:29])[NH:8][CH2:9][CH2:10][CH2:11][CH2:12][C:13]1[C:22]2[C:17](=[CH:18][CH:19]=[CH:20][CH:21]=2)[C:16]([O:23][CH2:24][CH:25]([OH:28])[CH2:26][OH:27])=[CH:15][CH:14]=1)=[O:5]. The catalyst class is: 14. (2) Reactant: [CH2:1]([O:8][C:9]([N:11]1[CH:15]([C:16](O)=[O:17])[CH2:14][S:13][C@@H:12]1[C:19]1[CH:24]=[CH:23][CH:22]=[C:21]([F:25])[CH:20]=1)=[O:10])[C:2]1[CH:7]=[CH:6][CH:5]=[CH:4][CH:3]=1.CCN(C(C)C)C(C)C.CN(C(ON1N=NC2C=CC=NC1=2)=[N+](C)C)C.F[P-](F)(F)(F)(F)F.[NH2:59][C:60]1[S:61][CH:62]=[C:63]([C:65]2[CH:76]=[CH:75][C:68]([C:69]([NH:71][CH:72]3[CH2:74][CH2:73]3)=[O:70])=[CH:67][CH:66]=2)[N:64]=1. Product: [CH2:1]([O:8][C:9]([N:11]1[CH:15]([C:16](=[O:17])[NH:59][C:60]2[S:61][CH:62]=[C:63]([C:65]3[CH:66]=[CH:67][C:68]([C:69](=[O:70])[NH:71][CH:72]4[CH2:74][CH2:73]4)=[CH:75][CH:76]=3)[N:64]=2)[CH2:14][S:13][C@@H:12]1[C:19]1[CH:24]=[CH:23][CH:22]=[C:21]([F:25])[CH:20]=1)=[O:10])[C:2]1[CH:7]=[CH:6][CH:5]=[CH:4][CH:3]=1. The catalyst class is: 3. (3) Reactant: [C:1]([O-])(=[S:3])[CH3:2].[K+].Br[CH2:7][C:8]([C:10]1[CH:15]=[CH:14][C:13]([O:16][CH3:17])=[CH:12][CH:11]=1)=[O:9]. Product: [C:1]([CH2:7][C:8]([C:10]1[CH:15]=[CH:14][C:13]([O:16][CH3:17])=[CH:12][CH:11]=1)=[O:9])(=[S:3])[CH3:2]. The catalyst class is: 8. (4) Reactant: COC1C=CC=CC=1NC(=O)N[C:12]1[CH:17]=[CH:16][C:15]([CH2:18][C:19]([O:21]CC)=[O:20])=[CH:14][CH:13]=1.[OH-].[Na+].Cl. Product: [C:15]1([CH2:18][C:19]([OH:21])=[O:20])[CH:16]=[CH:17][CH:12]=[CH:13][CH:14]=1. The catalyst class is: 5. (5) Reactant: [CH3:1][C:2]1([CH3:24])[O:6][C@H:5]2[C@H:7]([N:14]3[C:18]4[N:19]=[CH:20][N:21]=[C:22]([CH3:23])[C:17]=4[CH:16]=[CH:15]3)[O:8][C@@H:9]([C:10](=O)[C:11]#[CH:12])[C@H:4]2[O:3]1.O.[NH2:26][NH2:27]. Product: [CH3:1][C:2]1([CH3:24])[O:3][C@@H:4]2[C@H:9]([C:10]3[NH:27][N:26]=[CH:12][CH:11]=3)[O:8][C@@H:7]([N:14]3[C:18]4[N:19]=[CH:20][N:21]=[C:22]([CH3:23])[C:17]=4[CH:16]=[CH:15]3)[C@@H:5]2[O:6]1. The catalyst class is: 14. (6) Reactant: [Li+].[BH4-].[NH2:3][C:4]1[C:5]([F:15])=[C:6]([CH:11]=[C:12]([Br:14])[CH:13]=1)[C:7](OC)=[O:8].CO.[NH4+].[Cl-]. Product: [NH2:3][C:4]1[C:5]([F:15])=[C:6]([CH2:7][OH:8])[CH:11]=[C:12]([Br:14])[CH:13]=1. The catalyst class is: 1. (7) Reactant: Cl[C:2]1[C:8]2[CH:9]=[CH:10][CH:11]=[CH:12][C:7]=2[C:6]2[C:13]([CH3:16])=[N:14][O:15][C:5]=2[C@H:4]([CH2:17][C:18]([O:20][CH3:21])=[O:19])[N:3]=1.[Cl:22][C:23]1[CH:28]=[CH:27][C:26](B(O)O)=[CH:25][CH:24]=1.C(=O)([O-])[O-].[Na+].[Na+]. Product: [Cl:22][C:23]1[CH:28]=[CH:27][C:26]([C:2]2[C:8]3[CH:9]=[CH:10][CH:11]=[CH:12][C:7]=3[C:6]3[C:13]([CH3:16])=[N:14][O:15][C:5]=3[C@H:4]([CH2:17][C:18]([O:20][CH3:21])=[O:19])[N:3]=2)=[CH:25][CH:24]=1. The catalyst class is: 257. (8) Reactant: C([O:3][C:4]([C@@H:6]1[C@H:12]([C:13]2[CH:18]=[CH:17][C:16]([Cl:19])=[C:15]([Cl:20])[CH:14]=2)[CH2:11][C@@H:10]2[N:21]([CH3:22])[C@H:7]1[CH2:8][CH2:9]2)=O)C.[H-].[Al+3].[Li+].[H-].[H-].[H-]. Product: [OH:3][CH2:4][C@@H:6]1[C@H:12]([C:13]2[CH:18]=[CH:17][C:16]([Cl:19])=[C:15]([Cl:20])[CH:14]=2)[CH2:11][C@@H:10]2[N:21]([CH3:22])[C@H:7]1[CH2:8][CH2:9]2. The catalyst class is: 7. (9) Reactant: [C:1]([C:5]1[CH:10]=[CH:9][CH:8]=[CH:7][C:6]=1[OH:11])([CH3:4])([CH3:3])[CH3:2].C(N(CC)CC)C.[CH2:19]([S:21](Cl)(=[O:23])=[O:22])[CH3:20]. Product: [CH2:19]([S:21]([O:11][C:6]1[CH:7]=[CH:8][CH:9]=[CH:10][C:5]=1[C:1]([CH3:4])([CH3:2])[CH3:3])(=[O:23])=[O:22])[CH3:20]. The catalyst class is: 93.